This data is from Reaction yield outcomes from USPTO patents with 853,638 reactions. The task is: Predict the reaction yield, written as a fraction of the theoretical maximum amount of product (1.0 means a 100% yield; for example, 0.34 means a 34% yield). (1) The reactants are S(=O)(=O)(O)O.Cl.[C:7]1([CH3:15])[CH:12]=[CH:11][C:10]([NH:13]N)=[CH:9][CH:8]=1.[CH3:16][N:17]1[CH2:22][CH2:21][CH2:20][CH2:19][C:18]1=O. The catalyst is O1CCOCC1. The product is [CH3:16][N:17]1[CH2:22][CH2:21][C:20]2[NH:13][C:10]3[CH:9]=[CH:8][C:7]([CH3:15])=[CH:12][C:11]=3[C:19]=2[CH2:18]1. The yield is 0.520. (2) The reactants are [NH2:1][CH2:2][CH2:3][CH2:4][C:5]1[NH:9][C:8]([C:13]2[C:17]([NH:18][C:19](=[O:28])[C:20]3[C:25]([F:26])=[CH:24][CH:23]=[CH:22][C:21]=3[F:27])=[CH:16][NH:15][N:14]=2)(C(O)=O)[NH:7][CH:6]=1.C(Cl)CCl.C1C=CC2N(O)N=NC=2C=1.CN([CH:46]=[O:47])C. The catalyst is ClCCl. The product is [F:27][C:21]1[CH:22]=[CH:23][CH:24]=[C:25]([F:26])[C:20]=1[C:19]([NH:18][C:17]1[C:13]([C:8]2[NH:9][C:5]3[CH2:4][CH2:3][CH2:2][NH:1][C:46](=[O:47])[C:6]=3[N:7]=2)=[N:14][NH:15][CH:16]=1)=[O:28]. The yield is 0.130.